From a dataset of Reaction yield outcomes from USPTO patents with 853,638 reactions. Predict the reaction yield, written as a fraction of the theoretical maximum amount of product (1.0 means a 100% yield; for example, 0.34 means a 34% yield). (1) The reactants are [CH3:1][N:2]1[C:6]([C:7]2[CH:8]=[C:9]([C:12]([OH:14])=O)[O:10][CH:11]=2)=[CH:5][CH:4]=[N:3]1.[NH2:15][C@@H:16]([CH2:29][C:30]1[CH:35]=[CH:34][CH:33]=[CH:32][C:31]=1[C:36]([F:39])([F:38])[F:37])[CH2:17][N:18]1[C:26](=[O:27])[C:25]2[C:20](=[CH:21][CH:22]=[CH:23][CH:24]=2)[C:19]1=[O:28].C(N(CC)C(C)C)(C)C.F[P-](F)(F)(F)(F)F.Br[P+](N1CCCC1)(N1CCCC1)N1CCCC1. The catalyst is C(Cl)Cl. The product is [O:27]=[C:26]1[C:25]2[C:20](=[CH:21][CH:22]=[CH:23][CH:24]=2)[C:19](=[O:28])[N:18]1[CH2:17][C@@H:16]([NH:15][C:12]([C:9]1[O:10][CH:11]=[C:7]([C:6]2[N:2]([CH3:1])[N:3]=[CH:4][CH:5]=2)[CH:8]=1)=[O:14])[CH2:29][C:30]1[CH:35]=[CH:34][CH:33]=[CH:32][C:31]=1[C:36]([F:38])([F:37])[F:39]. The yield is 0.500. (2) The reactants are [Cl:1][C:2]1[CH:10]=[C:9]2[C:5]([C:6]([C:11]([O:13]C)=[O:12])=[CH:7][NH:8]2)=[CH:4][C:3]=1[C:15]1[CH:20]=[CH:19][C:18]([C:21]2[CH:26]=[CH:25][CH:24]=[CH:23][C:22]=2[OH:27])=[CH:17][CH:16]=1.[OH-].[Na+]. The catalyst is CO. The product is [Cl:1][C:2]1[CH:10]=[C:9]2[C:5]([C:6]([C:11]([OH:13])=[O:12])=[CH:7][NH:8]2)=[CH:4][C:3]=1[C:15]1[CH:16]=[CH:17][C:18]([C:21]2[CH:26]=[CH:25][CH:24]=[CH:23][C:22]=2[OH:27])=[CH:19][CH:20]=1. The yield is 0.160.